From a dataset of Reaction yield outcomes from USPTO patents with 853,638 reactions. Predict the reaction yield, written as a fraction of the theoretical maximum amount of product (1.0 means a 100% yield; for example, 0.34 means a 34% yield). The reactants are [C:1]([C:3]1[CH:8]=[CH:7][C:6]([C:9]2[N:10]([CH3:26])[C:11]([C:20]3[CH:25]=[CH:24][N:23]=[CH:22][CH:21]=3)=[C:12]([C:14]3[CH:19]=[CH:18][CH:17]=[CH:16][CH:15]=3)[N:13]=2)=[CH:5][CH:4]=1)#[N:2].[H-].[H-].[H-].[H-].[Li+].[Al+3].[OH-].[Na+]. The catalyst is C1COCC1. The product is [NH2:2][CH2:1][C:3]1[CH:8]=[CH:7][C:6]([C:9]2[N:10]([CH3:26])[C:11]([C:20]3[CH:21]=[CH:22][N:23]=[CH:24][CH:25]=3)=[C:12]([C:14]3[CH:19]=[CH:18][CH:17]=[CH:16][CH:15]=3)[N:13]=2)=[CH:5][CH:4]=1. The yield is 0.320.